From a dataset of Reaction yield outcomes from USPTO patents with 853,638 reactions. Predict the reaction yield, written as a fraction of the theoretical maximum amount of product (1.0 means a 100% yield; for example, 0.34 means a 34% yield). (1) The reactants are C1(C2NN=C(N[C:10]3[N:15]=[C:14]([NH:16][C@H:17](C4C=CC(F)=CC=4)C)[C:13]([CH2:26]O)=C[C:11]=3[F:28])C=2)CC1.C(N(CC)CC)C.CS(Cl)(=O)=O.[N-:41]=[N+:42]=[N-:43].[Na+]. The catalyst is C(Cl)Cl. The product is [N:41]([CH:13]([C:14]1[N:15]=[CH:10][C:11]([F:28])=[CH:17][N:16]=1)[CH3:26])=[N+:42]=[N-:43]. The yield is 0.650. (2) The reactants are C([NH:9][C:10]([NH:12][C:13]1[S:14][C:15]2[C:21]([C:22]3[CH:27]=[CH:26][CH:25]=[CH:24][CH:23]=3)=[CH:20][CH:19]=[C:18]([O:28][CH3:29])[C:16]=2[N:17]=1)=[S:11])(=O)C1C=CC=CC=1.C1COCC1.C[O-].[Na+]. The catalyst is CO. The product is [CH3:29][O:28][C:18]1[C:16]2[N:17]=[C:13]([NH:12][C:10]([NH2:9])=[S:11])[S:14][C:15]=2[C:21]([C:22]2[CH:27]=[CH:26][CH:25]=[CH:24][CH:23]=2)=[CH:20][CH:19]=1. The yield is 0.870. (3) The reactants are [CH:1]([C:4]1[CH:24]=[CH:23][C:7]([CH2:8][O:9][C:10]2[CH:15]=[CH:14][C:13]([N+:16]([O-])=O)=[CH:12][C:11]=2[C:19](=[O:22])[CH2:20][CH3:21])=[CH:6][CH:5]=1)([CH3:3])[CH3:2]. The catalyst is [C].[Ir].C(OCC)(=O)C. The product is [NH2:16][C:13]1[CH:14]=[CH:15][C:10]([O:9][CH2:8][C:7]2[CH:6]=[CH:5][C:4]([CH:1]([CH3:2])[CH3:3])=[CH:24][CH:23]=2)=[C:11]([C:19](=[O:22])[CH2:20][CH3:21])[CH:12]=1. The yield is 0.978. (4) The reactants are [N:1]1([CH2:7][C@@H:8]([NH:15]C(=O)OC(C)(C)C)[C:9]2[CH:14]=[CH:13][CH:12]=[CH:11][CH:10]=2)[CH2:6][CH2:5][O:4][CH2:3][CH2:2]1.[ClH:23]. The catalyst is ClCCl.O1CCOCC1.C(OCC)C. The product is [ClH:23].[ClH:23].[N:1]1([CH2:7][C@H:8]([C:9]2[CH:14]=[CH:13][CH:12]=[CH:11][CH:10]=2)[NH2:15])[CH2:6][CH2:5][O:4][CH2:3][CH2:2]1. The yield is 0.900. (5) The reactants are [O:1]1[CH:5]=[CH:4][N:3]=[C:2]1[C:6]([NH:9]C(=O)OCC1C=CC=CC=1)([CH3:8])[CH3:7].[H][H]. The catalyst is C(O)C.[Pd]. The product is [CH3:7][C:6]([CH3:8])([C:2]1[O:1][CH:5]=[CH:4][N:3]=1)[NH2:9]. The yield is 0.330. (6) The reactants are OS(O)(=O)=O.[C:6]1([CH:12]([CH2:17][C:18]([OH:20])=[O:19])[CH2:13][C:14]([OH:16])=[O:15])[CH:11]=[CH:10][CH:9]=[CH:8][CH:7]=1.[N+:21]([O-])([OH:23])=[O:22]. No catalyst specified. The product is [N+:21]([C:9]1[CH:8]=[CH:7][C:6]([CH:12]([CH2:17][C:18]([OH:20])=[O:19])[CH2:13][C:14]([OH:16])=[O:15])=[CH:11][CH:10]=1)([O-:23])=[O:22]. The yield is 0.940.